From a dataset of Reaction yield outcomes from USPTO patents with 853,638 reactions. Predict the reaction yield, written as a fraction of the theoretical maximum amount of product (1.0 means a 100% yield; for example, 0.34 means a 34% yield). (1) The reactants are [N+:1]([C:4]1[CH:9]=[C:8]([N+:10]([O-:12])=[O:11])[CH:7]=[CH:6][C:5]=1[NH:13][CH2:14][CH2:15][O:16][CH2:17][CH2:18][O:19][CH2:20][CH2:21][O:22][CH2:23][CH2:24][O:25][CH2:26][CH2:27]OCCOCCOCCOCC#C)([O-:3])=[O:2].[N:41]([CH2:44][CH2:45][CH2:46][CH2:47][C@H:48]([NH:56][C:57](=[O:76])[NH:58][C@@H:59]([CH2:67][CH2:68][C:69]([O:71][C:72]([CH3:75])([CH3:74])[CH3:73])=[O:70])[C:60]([O:62][C:63]([CH3:66])([CH3:65])[CH3:64])=[O:61])[C:49]([O:51][C:52]([CH3:55])([CH3:54])[CH3:53])=[O:50])=[N+:42]=[N-:43].O=[C:78]1O[C@H]([C@H](CO)O)C([O-])=C1O.[Na+]. The catalyst is O.C(O)(C)(C)C.S([O-])([O-])(=O)=O.[Cu+2]. The product is [C:52]([O:51][C:49](=[O:50])[C@@H:48]([NH:56][C:57](=[O:76])[NH:58][C@@H:59]([CH2:67][CH2:68][C:69]([O:71][C:72]([CH3:75])([CH3:74])[CH3:73])=[O:70])[C:60]([O:62][C:63]([CH3:64])([CH3:65])[CH3:66])=[O:61])[CH2:47][CH2:46][CH2:45][CH2:44][N:41]1[CH:78]=[C:27]([CH2:26][O:25][CH2:24][CH2:23][O:22][CH2:21][CH2:20][O:19][CH2:18][CH2:17][O:16][CH2:15][CH2:14][NH:13][C:5]2[CH:6]=[CH:7][C:8]([N+:10]([O-:12])=[O:11])=[CH:9][C:4]=2[N+:1]([O-:3])=[O:2])[N:43]=[N:42]1)([CH3:55])([CH3:54])[CH3:53]. The yield is 0.580. (2) The product is [CH3:17][C:4]1[CH2:5][CH2:6][C@@H:7]2[C@:12]([CH3:13])([CH2:11][CH2:10][CH2:9][C:8]2([CH3:14])[CH3:15])[C:3]=1[CH:2]=[O:1]. The catalyst is C1(C)C=CC=CC=1. The reactants are [OH:1][CH:2](C1C=C(C)C=C(OC)C=1)[C@@H:3]1[C@:12]2([CH3:13])[C@H:7]([C:8]([CH3:15])([CH3:14])[CH2:9][CH2:10][CH2:11]2)[CH2:6][CH2:5][C@@:4]1([CH3:17])O.CC1C=CC(S(O)(=O)=O)=CC=1.O. The yield is 0.490. (3) The reactants are [NH2:1][C:2]1[S:3][CH:4]=[CH:5][N:6]=1.[CH3:7][O:8][CH2:9][CH2:10][Br:11]. The product is [BrH:11].[CH3:7][O:8][CH2:9][CH2:10][N:6]1[CH:5]=[CH:4][S:3][C:2]1=[NH:1]. The yield is 0.720. No catalyst specified. (4) The reactants are [F:1][C:2]([F:28])([F:27])[C:3]1[CH:22]=[C:21]([C:23]([F:26])([F:25])[F:24])[CH:20]=[CH:19][C:4]=1[CH2:5][O:6][C:7]1[CH:14]=[CH:13][C:10]([CH:11]=O)=[CH:9][C:8]=1[O:15][CH2:16][CH2:17][CH3:18].[CH3:29][NH:30][C:31]1[CH2:35][S:34][C:33](=[O:36])[N:32]=1.CC(C)([O-])C.[K+].O. The catalyst is C(O)C. The product is [F:1][C:2]([F:27])([F:28])[C:3]1[CH:22]=[C:21]([C:23]([F:26])([F:25])[F:24])[CH:20]=[CH:19][C:4]=1[CH2:5][O:6][C:7]1[CH:14]=[CH:13][C:10](/[CH:11]=[C:35]2/[C:31]([NH:30][CH3:29])=[N:32][C:33](=[O:36])[S:34]/2)=[CH:9][C:8]=1[O:15][CH2:16][CH2:17][CH3:18]. The yield is 0.150. (5) The catalyst is CO. The reactants are [NH2:1][C:2]1[O:6][N:5]=[C:4]([C:7]2[CH:12]=[CH:11][CH:10]=[CH:9][C:8]=2[C:13]([F:16])([F:15])[F:14])[C:3]=1[C:17]([O-:19])=[O:18].[OH-].[Na+]. The product is [NH2:1][C:2]1[O:6][N:5]=[C:4]([C:7]2[CH:12]=[CH:11][CH:10]=[CH:9][C:8]=2[C:13]([F:16])([F:15])[F:14])[C:3]=1[C:17]([OH:19])=[O:18]. The yield is 0.710. (6) The reactants are [N:1]1[CH:6]=[CH:5][C:4](/[C:7](/[CH3:14])=[CH:8]\[C:9]([O:11][CH2:12][CH3:13])=[O:10])=[CH:3][CH:2]=1. The catalyst is [Pd].CCO. The product is [N:1]1[CH:6]=[CH:5][C:4]([CH:7]([CH3:14])[CH2:8][C:9]([O:11][CH2:12][CH3:13])=[O:10])=[CH:3][CH:2]=1. The yield is 0.714.